From a dataset of NCI-60 drug combinations with 297,098 pairs across 59 cell lines. Regression. Given two drug SMILES strings and cell line genomic features, predict the synergy score measuring deviation from expected non-interaction effect. Synergy scores: CSS=36.0, Synergy_ZIP=-0.535, Synergy_Bliss=-1.66, Synergy_Loewe=-5.38, Synergy_HSA=-0.690. Drug 1: CC1=C(N=C(N=C1N)C(CC(=O)N)NCC(C(=O)N)N)C(=O)NC(C(C2=CN=CN2)OC3C(C(C(C(O3)CO)O)O)OC4C(C(C(C(O4)CO)O)OC(=O)N)O)C(=O)NC(C)C(C(C)C(=O)NC(C(C)O)C(=O)NCCC5=NC(=CS5)C6=NC(=CS6)C(=O)NCCC[S+](C)C)O. Drug 2: CC1C(C(CC(O1)OC2CC(CC3=C2C(=C4C(=C3O)C(=O)C5=C(C4=O)C(=CC=C5)OC)O)(C(=O)CO)O)N)O.Cl. Cell line: HT29.